This data is from Catalyst prediction with 721,799 reactions and 888 catalyst types from USPTO. The task is: Predict which catalyst facilitates the given reaction. Reactant: [O:1]=[S:2]1(=[O:28])[C:6]2[CH:7]=[CH:8][CH:9]=[CH:10][C:5]=2[N:4]([C:11]([C:13]2[CH:14]=[C:15]([C:24]([F:27])([F:26])[F:25])[C:16]([O:22][CH3:23])=[C:17]([CH:21]=2)[C:18](O)=[O:19])=[O:12])[CH2:3]1.[S:29]1[CH2:33][CH2:32][NH:31][CH2:30]1.Cl.C(N=C=NCCCN(C)C)C. Product: [CH3:23][O:22][C:16]1[C:15]([C:24]([F:27])([F:26])[F:25])=[CH:14][C:13]([C:11]([N:4]2[C:5]3[CH:10]=[CH:9][CH:8]=[CH:7][C:6]=3[S:2](=[O:28])(=[O:1])[CH2:3]2)=[O:12])=[CH:21][C:17]=1[C:18]([N:31]1[CH2:32][CH2:33][S:29][CH2:30]1)=[O:19]. The catalyst class is: 4.